From a dataset of Peptide-MHC class II binding affinity with 134,281 pairs from IEDB. Regression. Given a peptide amino acid sequence and an MHC pseudo amino acid sequence, predict their binding affinity value. This is MHC class II binding data. (1) The peptide sequence is EKKYFAATQFAPLAA. The MHC is HLA-DQA10101-DQB10501 with pseudo-sequence HLA-DQA10101-DQB10501. The binding affinity (normalized) is 0.208. (2) The peptide sequence is ELVPEDPEDSAL. The MHC is DRB1_0401 with pseudo-sequence DRB1_0401. The binding affinity (normalized) is 0.